From a dataset of Reaction yield outcomes from USPTO patents with 853,638 reactions. Predict the reaction yield, written as a fraction of the theoretical maximum amount of product (1.0 means a 100% yield; for example, 0.34 means a 34% yield). (1) The reactants are [CH3:1][C:2]([C:7]1[CH:12]=[CH:11][CH:10]=[CH:9][CH:8]=1)([CH3:6])[C:3](O)=[O:4].CSC.B.CO.O. The catalyst is C1COCC1. The product is [CH3:6][C:2]([C:7]1[CH:12]=[CH:11][CH:10]=[CH:9][CH:8]=1)([CH3:1])[CH2:3][OH:4]. The yield is 0.770. (2) The reactants are [Br:1][C:2]1[CH:3]=[C:4]([N:8]2[C:16]3[C:11](=[CH:12][C:13]([C:17](O)=[O:18])=[CH:14][CH:15]=3)[C:10]([C:20]([O:22][CH3:23])=[O:21])=[N:9]2)[CH:5]=[CH:6][CH:7]=1.[CH3:24][NH2:25]. No catalyst specified. The product is [Br:1][C:2]1[CH:3]=[C:4]([N:8]2[C:16]3[C:11](=[CH:12][C:13]([C:17](=[O:18])[NH:25][CH3:24])=[CH:14][CH:15]=3)[C:10]([C:20]([O:22][CH3:23])=[O:21])=[N:9]2)[CH:5]=[CH:6][CH:7]=1. The yield is 0.750. (3) The reactants are [Cl:1][C:2]1[CH:3]=[C:4]([N:9]=[C:10]=[O:11])[CH:5]=[C:6]([Cl:8])[CH:7]=1.[CH3:12][C:13]([OH:16])([CH3:15])[CH3:14]. No catalyst specified. The product is [C:13]([O:16][C:10](=[O:11])[NH:9][C:4]1[CH:5]=[C:6]([Cl:8])[CH:7]=[C:2]([Cl:1])[CH:3]=1)([CH3:15])([CH3:14])[CH3:12]. The yield is 0.840. (4) The reactants are [H-].[H-].[H-].[H-].[Li+].[Al+3].[CH3:7][CH:8]1[CH2:19][C:18]2[C:10](=[CH:11][C:12]3[CH2:13][CH2:14][CH2:15][C:16]=3[CH:17]=2)[C:9]1=O.Cl. The catalyst is CCOCC. The product is [CH3:7][C:8]1[CH2:19][C:18]2[CH:17]=[C:16]3[C:12](=[CH:11][C:10]=2[CH:9]=1)[CH2:13][CH2:14][CH2:15]3. The yield is 0.830. (5) The yield is 0.510. The product is [CH:19]1[CH:18]=[CH:17][CH:16]=[C:15]2[C:20]=1[C:21]1[C:8]([C:9]3[C:14]2=[CH:13][CH:12]=[CH:11][CH:10]=3)=[CH:7][C:6]2=[C:23]3[C:3]([CH:4]=[C:5]2[CH:22]=1)=[C:2]([N:50]1[C:51]2[CH:39]=[CH:40][C:41]([N:52]4[C:53]5[CH:54]=[CH:55][CH:56]=[CH:57][C:58]=5[C:59]5[C:64]4=[CH:63][CH:62]=[CH:61][CH:60]=5)=[CH:42][C:43]=2[C:44]2[C:49]1=[CH:48][CH:47]=[CH:46][CH:45]=2)[CH:26]=[CH:25][C:24]13[C:27]2[CH:28]=[CH:29][CH:30]=[CH:31][C:32]=2[C:33]2[C:38]1=[CH:37][CH:36]=[CH:35][CH:34]=2. The reactants are Br[C:2]1[CH:26]=[CH:25][C:24]2([C:38]3[CH:37]=[CH:36][CH:35]=[CH:34][C:33]=3[C:32]3[C:27]2=[CH:28][CH:29]=[CH:30][CH:31]=3)[C:23]2[C:3]=1[CH:4]=[C:5]1[CH:22]=[C:21]3[C:8]([C:9]4[C:14]([C:15]5[C:20]3=[CH:19][CH:18]=[CH:17][CH:16]=5)=[CH:13][CH:12]=[CH:11][CH:10]=4)=[CH:7][C:6]1=2.[CH:39]1[C:51]2[NH:50][C:49]3[C:44](=[CH:45][CH:46]=[CH:47][CH:48]=3)[C:43]=2[CH:42]=[C:41]([N:52]2[C:64]3[CH:63]=[CH:62][CH:61]=[CH:60][C:59]=3[C:58]3[C:53]2=[CH:54][CH:55]=[CH:56][CH:57]=3)[CH:40]=1.CC(C)([O-])C.[Na+]. The catalyst is C([O-])(=O)C.[Pd+2].C([O-])(=O)C.C1(P(C2CCCCC2)C2C=CC=CC=2C2C=CC=CC=2)CCCCC1.CC1C=CC=CC=1C. (6) The reactants are [NH2:1][C:2]1[CH:7]=[CH:6][C:5]([OH:8])=[C:4]([C:9]2[N:13]([CH3:14])[N:12]=[CH:11][CH:10]=2)[CH:3]=1.Br[CH2:16][C@H:17]([NH:19][C:20](=[O:26])[O:21][C:22]([CH3:25])([CH3:24])[CH3:23])[CH3:18].C(=O)([O-])[O-].[Cs+].[Cs+]. The catalyst is CC(C)=O. The product is [NH2:1][C:2]1[CH:7]=[CH:6][C:5]([O:8][CH2:18][C@H:17]([NH:19][C:20](=[O:26])[O:21][C:22]([CH3:23])([CH3:25])[CH3:24])[CH3:16])=[C:4]([C:9]2[N:13]([CH3:14])[N:12]=[CH:11][CH:10]=2)[CH:3]=1. The yield is 0.507. (7) The reactants are [OH:1][CH2:2][CH:3]([CH2:21][OH:22])[CH2:4][O:5][C:6]1[C:13]([C:14]2[S:15][CH:16]=[CH:17][CH:18]=2)=[CH:12][C:9]([CH:10]=O)=[C:8]([O:19][CH3:20])[CH:7]=1.[C:23]([C:26]1[CH:34]=[CH:33][C:29]([C:30]([OH:32])=[O:31])=[CH:28][CH:27]=1)(=[O:25])[CH3:24]. No catalyst specified. The product is [OH:1][CH2:2][CH:3]([CH2:21][OH:22])[CH2:4][O:5][C:6]1[C:13]([C:14]2[S:15][CH:16]=[CH:17][CH:18]=2)=[CH:12][C:9](/[CH:10]=[CH:24]/[C:23]([C:26]2[CH:34]=[CH:33][C:29]([C:30]([OH:32])=[O:31])=[CH:28][CH:27]=2)=[O:25])=[C:8]([O:19][CH3:20])[CH:7]=1. The yield is 0.600. (8) The reactants are [CH2:1]([C:3](=[CH:6][CH2:7][C:8]1[C:9]([O:21][CH2:22][CH2:23][Si:24]([CH3:27])([CH3:26])[CH3:25])=[C:10]2[C:14](=[C:15]([CH3:19])[C:16]=1[O:17][CH3:18])[CH2:13][O:12][C:11]2=[O:20])[CH:4]=[O:5])[CH3:2].[Li+].[BH4-]. The catalyst is CO.C1COCC1. The product is [OH:5][CH2:4][C:3]([CH2:1][CH3:2])=[CH:6][CH2:7][C:8]1[C:9]([O:21][CH2:22][CH2:23][Si:24]([CH3:25])([CH3:27])[CH3:26])=[C:10]2[C:14]([CH2:13][O:12][C:11]2=[O:20])=[C:15]([CH3:19])[C:16]=1[O:17][CH3:18]. The yield is 0.730.